Dataset: Forward reaction prediction with 1.9M reactions from USPTO patents (1976-2016). Task: Predict the product of the given reaction. (1) Given the reactants [CH2:1]([C:3]1([CH2:17][CH3:18])[CH2:16][CH2:15][C:6]2=[C:7]([C:12]([OH:14])=O)[S:8][C:9]([S:10][CH3:11])=[C:5]2[CH2:4]1)[CH3:2].[CH3:19][Li], predict the reaction product. The product is: [CH2:17]([C:3]1([CH2:1][CH3:2])[CH2:16][CH2:15][C:6]2=[C:7]([C:12](=[O:14])[CH3:19])[S:8][C:9]([S:10][CH3:11])=[C:5]2[CH2:4]1)[CH3:18]. (2) The product is: [OH2:2].[OH2:2].[OH2:2].[F:9][C:8]([F:11])([F:10])[C:6]([C:12]([F:15])([F:14])[F:13])=[O:5]. Given the reactants C[O:2]C1(F)O[C:6]([C:12]([F:15])([F:14])[F:13])([C:8]([F:11])([F:10])[F:9])[O:5]O1.CSC, predict the reaction product. (3) The product is: [Br:1][C:2]1[CH:3]=[CH:4][C:5]([CH:8]2[O:12][C:25]([CH3:27])([CH3:24])[O:10][C:9]2=[O:11])=[CH:6][CH:7]=1. Given the reactants [Br:1][C:2]1[CH:7]=[CH:6][C:5]([CH:8]([OH:12])[C:9]([OH:11])=[O:10])=[CH:4][CH:3]=1.S(=O)(=O)(O)O.C(=O)([O-])[O-].[Na+].[Na+].[CH3:24][C:25]([CH3:27])=O, predict the reaction product. (4) Given the reactants [Cl:1][C:2]1[N:7]=[C:6]([N:8]([C:24]([O:26][C:27]([CH3:30])([CH3:29])[CH3:28])=[O:25])[N:9]([C:17]([O:19][C:20]([CH3:23])([CH3:22])[CH3:21])=[O:18])[C:10]([O:12][C:13]([CH3:16])([CH3:15])[CH3:14])=[O:11])[C:5]([F:31])=[C:4](Cl)[N:3]=1.C(N(CC)CC)C.[S:40]1[CH:44]=[CH:43][C:42]([CH2:45][NH2:46])=[CH:41]1, predict the reaction product. The product is: [Cl:1][C:2]1[N:7]=[C:6]([N:8]([C:24]([O:26][C:27]([CH3:28])([CH3:30])[CH3:29])=[O:25])[N:9]([C:17]([O:19][C:20]([CH3:21])([CH3:22])[CH3:23])=[O:18])[C:10]([O:12][C:13]([CH3:15])([CH3:16])[CH3:14])=[O:11])[C:5]([F:31])=[C:4]([NH:46][CH2:45][C:42]2[CH:43]=[CH:44][S:40][CH:41]=2)[N:3]=1. (5) Given the reactants [Cl:1][C:2]1[CH:7]=[CH:6][CH:5]=[CH:4][C:3]=1[N:8]1[C:12]([C:13]2[S:14][C:15]([C:18]3[CH:23]=[CH:22][CH:21]=[C:20]([S:24]([CH3:27])(=[O:26])=[O:25])[CH:19]=3)=[CH:16][CH:17]=2)=[CH:11][C:10]([C:28](Cl)=[O:29])=[N:9]1.C(N(CC)C(C)C)(C)C.[NH:40]1[CH2:49][CH2:48][CH:43]([C:44]([O:46][CH3:47])=[O:45])[CH2:42][CH2:41]1, predict the reaction product. The product is: [Cl:1][C:2]1[CH:7]=[CH:6][CH:5]=[CH:4][C:3]=1[N:8]1[C:12]([C:13]2[S:14][C:15]([C:18]3[CH:23]=[CH:22][CH:21]=[C:20]([S:24]([CH3:27])(=[O:26])=[O:25])[CH:19]=3)=[CH:16][CH:17]=2)=[CH:11][C:10]([C:28]([N:40]2[CH2:49][CH2:48][CH:43]([C:44]([O:46][CH3:47])=[O:45])[CH2:42][CH2:41]2)=[O:29])=[N:9]1. (6) Given the reactants ClC(Cl)(O[C:5](=[O:11])[O:6][C:7](Cl)(Cl)Cl)Cl.[Cl:13][C:14]1[N:19]=[C:18]([NH:20][C@@H:21]([CH:24]2[CH2:26][CH2:25]2)CO)[CH:17]=[C:16]([CH3:27])[N:15]=1.N1C(C)=CC=CC=1C, predict the reaction product. The product is: [Cl:13][C:14]1[N:19]=[C:18]([N:20]2[C@@H:21]([CH:24]3[CH2:25][CH2:26]3)[CH2:7][O:6][C:5]2=[O:11])[CH:17]=[C:16]([CH3:27])[N:15]=1.